From a dataset of Full USPTO retrosynthesis dataset with 1.9M reactions from patents (1976-2016). Predict the reactants needed to synthesize the given product. (1) Given the product [CH:27]([N:30]1[CH2:35][CH2:34][CH:33]([C:36]([N:22]2[CH2:21][CH2:20][C:19]3[C:24](=[CH:25][CH:26]=[C:17]([C:15]([N:9]4[CH2:14][CH2:13][O:12][CH2:11][CH2:10]4)=[O:16])[CH:18]=3)[CH2:23]2)=[O:37])[CH2:32][CH2:31]1)([CH3:29])[CH3:28], predict the reactants needed to synthesize it. The reactants are: N1(C=O)CCOCC1.[N:9]1([C:15]([C:17]2[CH:18]=[C:19]3[C:24](=[CH:25][CH:26]=2)[CH2:23][NH:22][CH2:21][CH2:20]3)=[O:16])[CH2:14][CH2:13][O:12][CH2:11][CH2:10]1.[CH:27]([N:30]1[CH2:35][CH2:34][CH:33]([C:36]([O-])=[O:37])[CH2:32][CH2:31]1)([CH3:29])[CH3:28].[K+].C(Cl)CCl.C1C=CC2N(O)N=NC=2C=1. (2) Given the product [Cl:1][C:2]1[CH:3]=[CH:4][C:5]([C@H:8]2[N:15]3[C:11]([S:12][C:13]([C:19]([N:30]4[CH2:34][CH2:33][C@@H:32]([OH:35])[CH2:31]4)=[O:20])=[C:14]3[CH:16]([CH3:17])[CH3:18])=[N:10][C@:9]2([C:23]2[CH:24]=[CH:25][C:26]([Cl:29])=[CH:27][CH:28]=2)[CH3:22])=[CH:6][CH:7]=1, predict the reactants needed to synthesize it. The reactants are: [Cl:1][C:2]1[CH:7]=[CH:6][C:5]([C@H:8]2[N:15]3[C:11]([S:12][C:13]([C:19](O)=[O:20])=[C:14]3[CH:16]([CH3:18])[CH3:17])=[N:10][C@:9]2([C:23]2[CH:28]=[CH:27][C:26]([Cl:29])=[CH:25][CH:24]=2)[CH3:22])=[CH:4][CH:3]=1.[NH:30]1[CH2:34][CH2:33][C@@H:32]([OH:35])[CH2:31]1. (3) The reactants are: [C:1]([N:8]1[CH2:13][CH2:12][NH:11][CH2:10][C@H:9]1[CH2:14][OH:15])([O:3][C:4]([CH3:7])([CH3:6])[CH3:5])=[O:2].C([O-])(O)=O.[Na+].Cl[C:22]([O:24][CH2:25][C:26]1[CH:31]=[CH:30][CH:29]=[CH:28][CH:27]=1)=[O:23]. Given the product [C:4]([O:3][C:1]([N:8]1[CH2:13][CH2:12][N:11]([C:22]([O:24][CH2:25][C:26]2[CH:31]=[CH:30][CH:29]=[CH:28][CH:27]=2)=[O:23])[CH2:10][C@H:9]1[CH2:14][OH:15])=[O:2])([CH3:7])([CH3:6])[CH3:5], predict the reactants needed to synthesize it.